This data is from Forward reaction prediction with 1.9M reactions from USPTO patents (1976-2016). The task is: Predict the product of the given reaction. (1) Given the reactants C(=O)([O-])[O-].[Na+].[Na+].[CH:7]1([O:13][C:14]2[CH:19]=[CH:18][C:17](B(O)O)=[CH:16][CH:15]=2)[CH2:12][CH2:11][CH2:10][CH2:9][CH2:8]1.Br[C:24]1[C:25]([NH2:31])=[N:26][CH:27]=[C:28]([Cl:30])[CH:29]=1, predict the reaction product. The product is: [Cl:30][C:28]1[CH:29]=[C:24]([C:17]2[CH:18]=[CH:19][C:14]([O:13][CH:7]3[CH2:12][CH2:11][CH2:10][CH2:9][CH2:8]3)=[CH:15][CH:16]=2)[C:25]([NH2:31])=[N:26][CH:27]=1. (2) Given the reactants [CH3:1][N:2]1[C:6]([C:7]([NH:9][C:10]2[CH:15]=[CH:14][CH:13]=[C:12]([O:16][C:17]3[CH:22]=[CH:21][C:20]([N+:23]([O-])=O)=[CH:19][N:18]=3)[CH:11]=2)=[O:8])=[CH:5][C:4]([CH3:26])=[N:3]1, predict the reaction product. The product is: [NH2:23][C:20]1[CH:21]=[CH:22][C:17]([O:16][C:12]2[CH:11]=[C:10]([NH:9][C:7]([C:6]3[N:2]([CH3:1])[N:3]=[C:4]([CH3:26])[CH:5]=3)=[O:8])[CH:15]=[CH:14][CH:13]=2)=[N:18][CH:19]=1. (3) Given the reactants [F:1][C:2]([P:8]([C:12]([F:18])([F:17])[C:13]([F:16])([F:15])[F:14])(=[O:11])[O:9]C)([F:7])[C:3]([F:6])([F:5])[F:4].[P:19]([O:34][C:35]1[CH:40]=[CH:39][CH:38]=[CH:37][CH:36]=1)([O:27][C:28]1[CH:33]=[CH:32][CH:31]=[CH:30][CH:29]=1)[O:20][C:21]1[CH:26]=[CH:25][CH:24]=[CH:23][CH:22]=1, predict the reaction product. The product is: [F:7][C:2]([P:8]([C:12]([F:17])([F:18])[C:13]([F:16])([F:15])[F:14])(=[O:9])[O-:11])([F:1])[C:3]([F:6])([F:5])[F:4].[CH3:2][P+:19]([O:27][C:28]1[CH:33]=[CH:32][CH:31]=[CH:30][CH:29]=1)([O:34][C:35]1[CH:40]=[CH:39][CH:38]=[CH:37][CH:36]=1)[O:20][C:21]1[CH:22]=[CH:23][CH:24]=[CH:25][CH:26]=1. (4) The product is: [Cl:18][C:5]1[C:6]2[C:11](=[CH:10][CH:9]=[CH:8][C:7]=2[C:12]2[CH:17]=[CH:16][CH:15]=[CH:14][CH:13]=2)[C:2]([C:27]2[CH:28]=[C:29]([NH2:33])[CH:30]=[N:31][CH:32]=2)=[N:3][N:4]=1. Given the reactants Cl[C:2]1[C:11]2[C:6](=[C:7]([C:12]3[CH:17]=[CH:16][CH:15]=[CH:14][CH:13]=3)[CH:8]=[CH:9][CH:10]=2)[C:5]([Cl:18])=[N:4][N:3]=1.CC1(C)C(C)(C)OB([C:27]2[CH:28]=[C:29]([NH2:33])[CH:30]=[N:31][CH:32]=2)O1.[O-]P([O-])([O-])=O.[K+].[K+].[K+].C(NS(C1C=NC=C(C2C3C(=C(C4C=CC=CC=4)C=CC=3)C(Cl)=NN=2)C=1)(=O)=O)(C)(C)C, predict the reaction product. (5) The product is: [C:20]([C:17]1[CH:16]=[CH:15][C:14]([O:10][CH2:9][C:8]2[CH:11]=[CH:12][C:5]([O:4][CH3:3])=[CH:6][CH:7]=2)=[CH:19][N:18]=1)#[N:21]. Given the reactants [H-].[Na+].[CH3:3][O:4][C:5]1[CH:12]=[CH:11][C:8]([CH2:9][OH:10])=[CH:7][CH:6]=1.Br[C:14]1[CH:15]=[CH:16][C:17]([C:20]#[N:21])=[N:18][CH:19]=1.O, predict the reaction product. (6) The product is: [Cl:5][C:6]1[N:7]=[C:8]2[C:9]([N:13]([CH3:18])[C:14](=[O:17])[CH2:15][CH2:16][N:4]2[CH:1]2[CH2:3][CH2:2]2)=[CH:10][N:11]=1. Given the reactants [CH:1]1([NH2:4])[CH2:3][CH2:2]1.[Cl:5][C:6]1[N:11]=[C:10](Cl)[C:9]([N:13]([CH3:18])[C:14](=[O:17])[CH:15]=[CH2:16])=[CH:8][N:7]=1.C(N(CC)CC)C, predict the reaction product. (7) The product is: [CH3:5][N:7]([C:8]1[CH:9]=[N:10][C:11]([O:14][C:15]2[CH:23]=[C:22]3[C:18]([CH:19]=[C:20]([C:27]([N:29]4[CH2:30][CH2:31][N:32]([CH2:35][C:36]5[CH:37]=[CH:38][C:39]([O:42][CH2:43][C:44]([F:46])([F:45])[F:47])=[CH:40][CH:41]=5)[CH2:33][CH2:34]4)=[O:28])[NH:21]3)=[CH:17][CH:16]=2)=[CH:12][CH:13]=1)[C:66](=[O:67])[C:61]1[CH:62]=[CH:55][C:56]([C:44]([F:47])([F:46])[F:45])=[CH:59][CH:60]=1. Given the reactants CC1C=C(C=CC=1C(F)(F)F)[C:5]([NH:7][C:8]1[CH:9]=[N:10][C:11]([O:14][C:15]2[CH:23]=[C:22]3[C:18]([CH:19]=[C:20]([C:27]([N:29]4[CH2:34][CH2:33][N:32]([CH2:35][C:36]5[CH:41]=[CH:40][C:39]([O:42][CH2:43][C:44]([F:47])([F:46])[F:45])=[CH:38][CH:37]=5)[CH2:31][CH2:30]4)=[O:28])[N:21]3COC)=[CH:17][CH:16]=2)=[CH:12][CH:13]=1)=O.[C:55]1(OC)[C:56](=[CH:59][CH:60]=[CH:61][CH:62]=1)OC.Cl.[CH3:66][OH:67], predict the reaction product.